From a dataset of Reaction yield outcomes from USPTO patents with 853,638 reactions. Predict the reaction yield, written as a fraction of the theoretical maximum amount of product (1.0 means a 100% yield; for example, 0.34 means a 34% yield). (1) The reactants are [NH2:1][C:2]1[C:3]([N:8]2[CH2:13][CH2:12][O:11][CH2:10][CH2:9]2)=[N:4][CH:5]=[CH:6][CH:7]=1.C(N(CC)CC)C.[Cl-].ClC1N(C)CC[NH+]1C.[CH3:30][O:31][C:32]1[C:33](=[O:56])[C:34]([CH3:55])=[C:35]([CH2:41][C:42]2[CH:43]=[CH:44][C:45]([O:51][C:52](=[O:54])[CH3:53])=[C:46]([CH:50]=2)[C:47](O)=[O:48])[C:36](=[O:40])[C:37]=1[O:38][CH3:39]. The catalyst is C(Cl)Cl. The product is [O:11]1[CH2:10][CH2:9][N:8]([C:3]2[C:2]([NH:1][C:47](=[O:48])[C:46]3[CH:50]=[C:42]([CH2:41][C:35]4[C:36](=[O:40])[C:37]([O:38][CH3:39])=[C:32]([O:31][CH3:30])[C:33](=[O:56])[C:34]=4[CH3:55])[CH:43]=[CH:44][C:45]=3[O:51][C:52](=[O:54])[CH3:53])=[CH:7][CH:6]=[CH:5][N:4]=2)[CH2:13][CH2:12]1. The yield is 0.620. (2) The reactants are Br[C:2]1[CH:10]=[CH:9][CH:8]=[C:7]2[C:3]=1[CH:4]=[N:5][NH:6]2.CCN(C(C)C)C(C)C.[CH3:20][O:21][C:22](=[O:48])[C@@H:23]([NH:33][C:34]([C:36]1[C:37]([CH3:47])=[N:38][C:39]([NH:43][CH2:44][C:45]#[CH:46])=[N:40][C:41]=1[CH3:42])=[O:35])[CH2:24][NH:25][C:26]([C:28]1[S:29][CH:30]=[CH:31][CH:32]=1)=[O:27]. The catalyst is CN(C=O)C.Cl[Pd](Cl)([P](C1C=CC=CC=1)(C1C=CC=CC=1)C1C=CC=CC=1)[P](C1C=CC=CC=1)(C1C=CC=CC=1)C1C=CC=CC=1.[Cu]I. The product is [CH3:20][O:21][C:22](=[O:48])[C@@H:23]([NH:33][C:34]([C:36]1[C:41]([CH3:42])=[N:40][C:39]([NH:43][CH2:44][C:45]#[C:46][C:2]2[CH:10]=[CH:9][CH:8]=[C:7]3[C:3]=2[CH:4]=[N:5][NH:6]3)=[N:38][C:37]=1[CH3:47])=[O:35])[CH2:24][NH:25][C:26]([C:28]1[S:29][CH:30]=[CH:31][CH:32]=1)=[O:27]. The yield is 0.290. (3) The reactants are [I:1][C:2]1[C:12]([C:13]([O:15][CH2:16][CH3:17])=[O:14])=[C:5]2[C:6](=O)[NH:7][CH:8]([CH3:10])[CH2:9][N:4]2[N:3]=1.B.C1COCC1.C(O)C. The product is [I:1][C:2]1[C:12]([C:13]([O:15][CH2:16][CH3:17])=[O:14])=[C:5]2[CH2:6][NH:7][CH:8]([CH3:10])[CH2:9][N:4]2[N:3]=1. The yield is 0.400. The catalyst is C1COCC1. (4) The reactants are [F:1][C:2]1([F:49])[CH2:7][CH2:6][C@H:5]([O:8][C:9]2[C:14]([CH3:15])=[CH:13][C:12]([S:16]([N:19](CC3C=CC(OC)=CC=3OC)[C:20]3[CH:25]=[CH:24][N:23]=[CH:22][N:21]=3)(=[O:18])=[O:17])=[C:11]([F:37])[CH:10]=2)[C@@H:4]([C:38]2[N:42](COCCOC)[N:41]=[CH:40][CH:39]=2)[CH2:3]1.C([SiH](CC)CC)C.FC(F)(F)C(O)=O.Cl. The catalyst is CO.ClCCl. The product is [F:49][C:2]1([F:1])[CH2:7][CH2:6][C@H:5]([O:8][C:9]2[C:14]([CH3:15])=[CH:13][C:12]([S:16]([NH:19][C:20]3[CH:25]=[CH:24][N:23]=[CH:22][N:21]=3)(=[O:18])=[O:17])=[C:11]([F:37])[CH:10]=2)[C@@H:4]([C:38]2[NH:42][N:41]=[CH:40][CH:39]=2)[CH2:3]1. The yield is 0.660. (5) The reactants are [C:1]([C:3]1[CH:8]=[C:7]([O:9][CH3:10])[C:6]([O:11][CH2:12][C:13]2[CH:18]=[CH:17][CH:16]=[C:15]([S:19]([CH3:27])(=[N:21][C:22]([O:24][CH2:25][CH3:26])=[O:23])=[O:20])[CH:14]=2)=[CH:5][C:4]=1[N:28]=[CH:29]N(C)C)#[N:2].[NH2:33][C:34]1[CH:35]=[N:36][CH:37]=[CH:38][CH:39]=1.CCCCCC.ClCCl.CO. The catalyst is CO. The product is [CH2:25]([O:24][C:22]([N:21]=[S:19]([CH3:27])([C:15]1[CH:16]=[CH:17][CH:18]=[C:13]([CH2:12][O:11][C:6]2[CH:5]=[C:4]3[C:3]([C:1]([NH:33][C:34]4[CH:35]=[N:36][CH:37]=[CH:38][CH:39]=4)=[N:2][CH:29]=[N:28]3)=[CH:8][C:7]=2[O:9][CH3:10])[CH:14]=1)=[O:20])=[O:23])[CH3:26]. The yield is 0.550. (6) The reactants are [C:1]([C:3]1[CH:4]=[C:5]([CH:9]=[CH:10][C:11]=1[O:12][CH:13]([CH3:15])[CH3:14])[C:6]([OH:8])=O)#[N:2].C1C=CC2N(O)N=NC=2C=1.C(Cl)CCl.O[NH:31][C:32]([C:34]1[CH:35]=[CH:36][C:37]2[O:41][CH:40]=[CH:39][C:38]=2[CH:42]=1)=[NH:33]. The catalyst is CN(C=O)C.C([O-])(O)=O.[Na+]. The product is [O:41]1[C:37]2[CH:36]=[CH:35][C:34]([C:32]3[N:31]=[C:6]([C:5]4[CH:9]=[CH:10][C:11]([O:12][CH:13]([CH3:15])[CH3:14])=[C:3]([CH:4]=4)[C:1]#[N:2])[O:8][N:33]=3)=[CH:42][C:38]=2[CH:39]=[CH:40]1. The yield is 0.440.